This data is from Reaction yield outcomes from USPTO patents with 853,638 reactions. The task is: Predict the reaction yield, written as a fraction of the theoretical maximum amount of product (1.0 means a 100% yield; for example, 0.34 means a 34% yield). (1) The reactants are CN(C(ON1N=NC2C=CC=NC1=2)=[N+](C)C)C.F[P-](F)(F)(F)(F)F.[C:25]1([CH2:31][C:32]([OH:34])=O)[CH:30]=[CH:29][CH:28]=[CH:27][CH:26]=1.CCN(C(C)C)C(C)C.[NH:44]1[CH2:49][CH2:48][CH:47]([CH2:50][N:51]2[C:60]3[C:55](=[CH:56][C:57]([C:61]4[CH:62]=[N:63][N:64]([CH:66]5[CH2:71][CH2:70][CH2:69][CH2:68][O:67]5)[CH:65]=4)=[CH:58][CH:59]=3)[CH2:54][CH2:53][CH2:52]2)[CH2:46][CH2:45]1. The catalyst is CN(C=O)C.C(OCC)(=O)C.CCCCCC. The product is [C:25]1([CH2:31][C:32]([N:44]2[CH2:49][CH2:48][CH:47]([CH2:50][N:51]3[C:60]4[C:55](=[CH:56][C:57]([C:61]5[CH:62]=[N:63][N:64]([CH:66]6[CH2:71][CH2:70][CH2:69][CH2:68][O:67]6)[CH:65]=5)=[CH:58][CH:59]=4)[CH2:54][CH2:53][CH2:52]3)[CH2:46][CH2:45]2)=[O:34])[CH:26]=[CH:27][CH:28]=[CH:29][CH:30]=1. The yield is 0.520. (2) The reactants are [F:1][C:2]1[CH:10]=[CH:9][C:5]([C:6](O)=[O:7])=[C:4]([NH:11][C:12]2[CH:17]=[CH:16][CH:15]=[CH:14][C:13]=2[F:18])[CH:3]=1.C(N(CC)CC)C.CN(C=O)C.Cl.[CH3:32][NH:33][O:34][CH3:35]. The catalyst is C(OCC)(=O)C. The product is [F:1][C:2]1[CH:10]=[CH:9][C:5]([C:6]([N:33]([O:34][CH3:35])[CH3:32])=[O:7])=[C:4]([NH:11][C:12]2[CH:17]=[CH:16][CH:15]=[CH:14][C:13]=2[F:18])[CH:3]=1. The yield is 0.853. (3) The reactants are [NH:1]1[CH2:9][CH2:8][CH:4]([C:5]([NH2:7])=[O:6])[CH2:3][CH2:2]1.[CH2:10]=O. The catalyst is O.[Pd]. The product is [CH3:10][N:1]1[CH2:9][CH2:8][CH:4]([C:5]([NH2:7])=[O:6])[CH2:3][CH2:2]1. The yield is 0.640. (4) The reactants are [Br:1][C:2]1[CH:3]=[C:4]([OH:8])[CH:5]=[N:6][CH:7]=1.C1(P(C2C=CC=CC=2)C2C=CC=CC=2)C=CC=CC=1.[O:28]1[CH2:33][CH2:32][CH:31](O)[CH2:30][CH2:29]1.N(C(OCC)=O)=NC(OCC)=O. The catalyst is C1(C)C=CC=CC=1. The product is [Br:1][C:2]1[CH:7]=[N:6][CH:5]=[C:4]([O:8][CH:31]2[CH2:32][CH2:33][O:28][CH2:29][CH2:30]2)[CH:3]=1. The yield is 0.650. (5) The reactants are [Cl:1][C:2]1[C:3]([CH3:28])=[C:4]([NH:10][C@H:11]([C@@H:25]([OH:27])[CH3:26])[C:12]([NH:14][NH:15][C:16](=[O:24])[C:17]2[CH:22]=[CH:21][C:20]([F:23])=[CH:19][CH:18]=2)=[O:13])[CH:5]=[CH:6][C:7]=1[C:8]#[N:9].[CH3:29][C:30]([Si:33](Cl)([CH3:35])[CH3:34])([CH3:32])[CH3:31].N1C=CN=C1. No catalyst specified. The product is [Si:33]([O:27][C@@H:25]([CH3:26])[C@@H:11]([NH:10][C:4]1[CH:5]=[CH:6][C:7]([C:8]#[N:9])=[C:2]([Cl:1])[C:3]=1[CH3:28])[C:12]([NH:14][NH:15][C:16](=[O:24])[C:17]1[CH:22]=[CH:21][C:20]([F:23])=[CH:19][CH:18]=1)=[O:13])([C:30]([CH3:32])([CH3:31])[CH3:29])([CH3:35])[CH3:34]. The yield is 0.500. (6) The reactants are [N:1]1([C:7]2[N:12]=[C:11]([NH2:13])[CH:10]=[CH:9][CH:8]=2)[CH2:6][CH2:5][CH2:4][CH2:3][CH2:2]1.[H-].[Na+].Br[C:17]1[C:18]2[N:19]([CH:24]=[CH:25][N:26]=2)[N:20]=[C:21]([Cl:23])[CH:22]=1.[NH4+].[Cl-]. The catalyst is CN(C=O)C. The product is [Cl:23][C:21]1[CH:22]=[C:17]([NH:13][C:11]2[CH:10]=[CH:9][CH:8]=[C:7]([N:1]3[CH2:2][CH2:3][CH2:4][CH2:5][CH2:6]3)[N:12]=2)[C:18]2[N:19]([CH:24]=[CH:25][N:26]=2)[N:20]=1. The yield is 0.241. (7) The reactants are [Cl:1][C:2]1[C:3]([O:12][C:13]2[CH:18]=[C:17]([O:19][CH2:20][CH2:21][CH2:22][O:23][CH3:24])[CH:16]=[CH:15][C:14]=2[CH2:25][CH2:26][C:27](OCC)=[O:28])=[N:4][CH:5]=[C:6]([C:8]([F:11])([F:10])[F:9])[CH:7]=1.C1(C)C=CC=CC=1.[H-].C([Al+]CC(C)C)C(C)C.CO.O. The catalyst is C(OCC)C. The product is [Cl:1][C:2]1[C:3]([O:12][C:13]2[CH:18]=[C:17]([O:19][CH2:20][CH2:21][CH2:22][O:23][CH3:24])[CH:16]=[CH:15][C:14]=2[CH2:25][CH2:26][CH2:27][OH:28])=[N:4][CH:5]=[C:6]([C:8]([F:10])([F:9])[F:11])[CH:7]=1. The yield is 0.870.